From a dataset of TCR-epitope binding with 47,182 pairs between 192 epitopes and 23,139 TCRs. Binary Classification. Given a T-cell receptor sequence (or CDR3 region) and an epitope sequence, predict whether binding occurs between them. The epitope is HPVGEADYFEY. The TCR CDR3 sequence is CASSKVEGSSGANVLTF. Result: 0 (the TCR does not bind to the epitope).